This data is from Forward reaction prediction with 1.9M reactions from USPTO patents (1976-2016). The task is: Predict the product of the given reaction. (1) Given the reactants [Cl:1][C:2]1[N:3]=[C:4](Cl)[C:5]2[S:10][CH:9]=[CH:8][C:6]=2[N:7]=1.[CH2:12]([OH:14])[CH3:13].[OH-].[Na+], predict the reaction product. The product is: [Cl:1][C:2]1[N:3]=[C:4]([O:14][CH2:12][CH3:13])[C:5]2[S:10][CH:9]=[CH:8][C:6]=2[N:7]=1. (2) Given the reactants O[CH2:2][C:3]1[C:4]2[N:5]([C:9]([C:12]3[C:17]([C:18]#[N:19])=[CH:16][N:15]=[C:14]([S:20][CH3:21])[N:13]=3)=[CH:10][N:11]=2)[CH:6]=[CH:7][CH:8]=1.COCCN(S(F)(F)[F:32])CCOC.C(=O)([O-])O.[Na+], predict the reaction product. The product is: [F:32][CH2:2][C:3]1[C:4]2[N:5]([C:9]([C:12]3[C:17]([C:18]#[N:19])=[CH:16][N:15]=[C:14]([S:20][CH3:21])[N:13]=3)=[CH:10][N:11]=2)[CH:6]=[CH:7][CH:8]=1.